Dataset: Reaction yield outcomes from USPTO patents with 853,638 reactions. Task: Predict the reaction yield, written as a fraction of the theoretical maximum amount of product (1.0 means a 100% yield; for example, 0.34 means a 34% yield). (1) The reactants are [Br:1][C:2]1[C:8]([O:9][CH3:10])=[CH:7][C:5]([NH2:6])=[C:4]([N+:11]([O-])=O)[CH:3]=1. The catalyst is CO.CC(O)=O.[Zn]. The product is [Br:1][C:2]1[CH:3]=[C:4]([NH2:11])[C:5]([NH2:6])=[CH:7][C:8]=1[O:9][CH3:10]. The yield is 0.880. (2) The yield is 0.365. The catalyst is C(Cl)Cl. The reactants are N1C=CC=CC=1.[NH2:7][C:8]1[CH:13]=[C:12]([CH2:14][C:15]2[C:20]([Cl:21])=[CH:19][CH:18]=[CH:17][C:16]=2[Cl:22])[N:11]=[C:10]([NH:23][C:24]2[CH:31]=[CH:30][C:27]([C:28]#[N:29])=[CH:26][CH:25]=2)[N:9]=1.[Cl:32][CH2:33][C:34](Cl)=[O:35]. The product is [Cl:32][CH2:33][C:34]([NH:7][C:8]1[CH:13]=[C:12]([CH2:14][C:15]2[C:20]([Cl:21])=[CH:19][CH:18]=[CH:17][C:16]=2[Cl:22])[N:11]=[C:10]([NH:23][C:24]2[CH:25]=[CH:26][C:27]([C:28]#[N:29])=[CH:30][CH:31]=2)[N:9]=1)=[O:35]. (3) The catalyst is C1COCC1. The yield is 0.750. The product is [C:34]([NH:1][CH2:2][CH2:3][N:4]1[C:12]2[CH:11]=[CH:10][CH:9]=[CH:8][C:7]=2[C:6]2[CH2:13][CH2:14][N:15]([C:18]([O:20][C:21]([CH3:24])([CH3:23])[CH3:22])=[O:19])[CH2:16][CH2:17][C:5]1=2)(=[O:41])[C:35]1[CH:40]=[CH:39][CH:38]=[CH:37][CH:36]=1. The reactants are [NH2:1][CH2:2][CH2:3][N:4]1[C:12]2[CH:11]=[CH:10][CH:9]=[CH:8][C:7]=2[C:6]2[CH2:13][CH2:14][N:15]([C:18]([O:20][C:21]([CH3:24])([CH3:23])[CH3:22])=[O:19])[CH2:16][CH2:17][C:5]1=2.C(N(C(C)C)CC)(C)C.[C:34](Cl)(=[O:41])[C:35]1[CH:40]=[CH:39][CH:38]=[CH:37][CH:36]=1.C(O)(=O)CC(CC(O)=O)(C(O)=O)O. (4) The reactants are N1C=CC=CC=1CC(=O)C.[C:11]1([OH:17])[CH:16]=[CH:15][CH:14]=[CH:13][CH:12]=1.C([O-])([O-])=O.[Cs+].[Cs+].Br[C:25]1[CH:26]=[C:27]([C@@H:31]([NH2:33])[CH3:32])[CH:28]=[CH:29][CH:30]=1. The catalyst is CS(C)=O. The product is [O:17]([C:25]1[CH:26]=[C:27]([C@@H:31]([NH2:33])[CH3:32])[CH:28]=[CH:29][CH:30]=1)[C:11]1[CH:16]=[CH:15][CH:14]=[CH:13][CH:12]=1. The yield is 0.505. (5) The reactants are B(Br)(Br)Br.[OH:5][C:6]1[C:14]([C:15]([F:18])([F:17])[F:16])=[CH:13][C:9]([C:10]([OH:12])=[O:11])=[CH:8][C:7]=1[O:19]C.O. The catalyst is C(Cl)Cl. The product is [OH:19][C:7]1[CH:8]=[C:9]([CH:13]=[C:14]([C:15]([F:16])([F:17])[F:18])[C:6]=1[OH:5])[C:10]([OH:12])=[O:11]. The yield is 0.680. (6) The reactants are [CH2:1]([O:3][C:4](=[O:42])[CH2:5][CH2:6][CH2:7][O:8][C:9]1[CH:14]=[CH:13][C:12]([NH:15][C:16]2[C:21]([NH2:22])=[CH:20][N:19]=[C:18]([NH:23][C:24]3[CH:29]=[CH:28][C:27]([O:30][CH2:31][CH2:32][CH2:33][NH:34][C:35]([O:37][C:38]([CH3:41])([CH3:40])[CH3:39])=[O:36])=[CH:26][CH:25]=3)[N:17]=2)=[CH:11][CH:10]=1)[CH3:2].[CH:43](OC)(OC)OC. No catalyst specified. The product is [CH2:1]([O:3][C:4](=[O:42])[CH2:5][CH2:6][CH2:7][O:8][C:9]1[CH:14]=[CH:13][C:12]([N:15]2[CH:43]=[N:22][C:21]3[C:16]2=[N:17][C:18]([NH:23][C:24]2[CH:25]=[CH:26][C:27]([O:30][CH2:31][CH2:32][CH2:33][NH:34][C:35]([O:37][C:38]([CH3:41])([CH3:40])[CH3:39])=[O:36])=[CH:28][CH:29]=2)=[N:19][CH:20]=3)=[CH:11][CH:10]=1)[CH3:2]. The yield is 0.680. (7) The reactants are I[C:2]1[CH:7]=[CH:6][N:5]=[C:4]([N:8]2[C:16]3[C:11](=[CH:12][C:13]([O:17][CH3:18])=[CH:14][CH:15]=3)[C:10]([C:19]([NH2:21])=[O:20])=[N:9]2)[CH:3]=1.[C:22]([C@:24]1([OH:31])[CH2:28][CH2:27][N:26]([CH3:29])[C:25]1=[O:30])#[CH:23]. No catalyst specified. The product is [OH:31][C@@:24]1([C:22]#[C:23][C:2]2[CH:7]=[CH:6][N:5]=[C:4]([N:8]3[C:16]4[C:11](=[CH:12][C:13]([O:17][CH3:18])=[CH:14][CH:15]=4)[C:10]([C:19]([NH2:21])=[O:20])=[N:9]3)[CH:3]=2)[CH2:28][CH2:27][N:26]([CH3:29])[C:25]1=[O:30]. The yield is 0.0100. (8) The reactants are Cl[C:2]1[C:3]([C:12]([O:14]CC)=[O:13])=[N:4][C:5]2[C:10]([N:11]=1)=[CH:9][CH:8]=[CH:7][CH:6]=2.[F:17][C:18]1[CH:23]=[CH:22][C:21]([OH:24])=[CH:20][CH:19]=1.C([O-])([O-])=O.[Cs+].[Cs+].[OH-].[Na+]. The catalyst is CN1C(=O)CCC1.Cl.O. The product is [F:17][C:18]1[CH:23]=[CH:22][C:21]([O:24][C:2]2[C:3]([C:12]([OH:14])=[O:13])=[N:4][C:5]3[C:10]([N:11]=2)=[CH:9][CH:8]=[CH:7][CH:6]=3)=[CH:20][CH:19]=1. The yield is 0.210. (9) The reactants are [CH3:1][O:2][C:3]1[CH:4]=[C:5]2[C:10](=[CH:11][CH:12]=1)[C:9](=O)[NH:8][CH:7]=[CH:6]2.O=P(Cl)(Cl)[Cl:16]. No catalyst specified. The product is [Cl:16][C:9]1[C:10]2[C:5](=[CH:4][C:3]([O:2][CH3:1])=[CH:12][CH:11]=2)[CH:6]=[CH:7][N:8]=1. The yield is 0.860. (10) The product is [CH2:15]([O:14][C:13]1[CH:12]=[C:11]2[C:6]([C:7](=[O:17])[NH:8][CH:9]=[N:10]2)=[CH:5][C:4]=1[OH:3])[CH3:16]. The yield is 0.920. The catalyst is O. The reactants are C([O:3][C:4]1[CH:5]=[C:6]2[C:11](=[CH:12][C:13]=1[O:14][CH2:15][CH3:16])[N:10]=[CH:9][NH:8][C:7]2=[O:17])C.CS(O)(=O)=O.N[C@H](C(O)=O)CCSC.[OH-].[Na+].